Dataset: Reaction yield outcomes from USPTO patents with 853,638 reactions. Task: Predict the reaction yield, written as a fraction of the theoretical maximum amount of product (1.0 means a 100% yield; for example, 0.34 means a 34% yield). (1) The reactants are Br[C:2]1[CH:7]=[CH:6][C:5]([Cl:8])=[C:4]([C:9]([F:12])([F:11])[F:10])[CH:3]=1.II.[Cl:15][C:16]1[C:21]([CH:22]=[O:23])=[CH:20][CH:19]=[CH:18][C:17]=1[NH:24][C:25](=[O:27])[CH3:26].[NH4+].[Cl-]. The catalyst is C1COCC1. The product is [Cl:15][C:16]1[C:21]([CH:22]([C:2]2[CH:7]=[CH:6][C:5]([Cl:8])=[C:4]([C:9]([F:12])([F:11])[F:10])[CH:3]=2)[OH:23])=[CH:20][CH:19]=[CH:18][C:17]=1[NH:24][C:25](=[O:27])[CH3:26]. The yield is 0.740. (2) The reactants are [CH3:1][C:2]([CH3:22])([CH3:21])[C@@H:3]([N:7]1[C:16](=[O:17])[C:15]2=[CH:18][NH:19][C:13]3[C:14]2=[C:9]([C:10]([CH3:20])=[CH:11][N:12]=3)[CH2:8]1)[C:4]([OH:6])=O.CN1CCOCC1.CCN=C=[N:34][CH2:35][CH2:36][CH2:37][N:38]([CH3:40])C.Cl.C1C=C2N=NN(O)C2=CC=1.O.Cl.N1CC(C#N)C1. The catalyst is CN(C1C=CN=CC=1)C.CN(C=O)C. The product is [CH3:22][C:2]([CH3:21])([CH3:1])[C@@H:3]([N:7]1[C:16](=[O:17])[C:15]2=[CH:18][NH:19][C:13]3[C:14]2=[C:9]([C:10]([CH3:20])=[CH:11][N:12]=3)[CH2:8]1)[C:4]([N:38]1[CH2:37][CH:36]([C:35]#[N:34])[CH2:40]1)=[O:6]. The yield is 0.120.